From a dataset of Peptide-MHC class I binding affinity with 185,985 pairs from IEDB/IMGT. Regression. Given a peptide amino acid sequence and an MHC pseudo amino acid sequence, predict their binding affinity value. This is MHC class I binding data. (1) The peptide sequence is YDHALMSII. The MHC is HLA-B40:01 with pseudo-sequence HLA-B40:01. The binding affinity (normalized) is 0.0581. (2) The peptide sequence is TYYPQVVLG. The MHC is HLA-A01:01 with pseudo-sequence HLA-A01:01. The binding affinity (normalized) is 0.0847. (3) The peptide sequence is FPAIFSAEV. The MHC is HLA-B53:01 with pseudo-sequence HLA-B53:01. The binding affinity (normalized) is 0.658.